Dataset: Forward reaction prediction with 1.9M reactions from USPTO patents (1976-2016). Task: Predict the product of the given reaction. (1) Given the reactants [N:1]1[C:10]2[C:5](=[CH:6][CH:7]=[CH:8][N:9]=2)[C:4]([CH:11]=[N:12]O)=[CH:3][CH:2]=1, predict the reaction product. The product is: [N:1]1[C:10]2[C:5](=[CH:6][CH:7]=[CH:8][N:9]=2)[C:4]([CH2:11][NH2:12])=[CH:3][CH:2]=1. (2) Given the reactants O(Cl)Cl.[P+5].CN(C)[CH:7]=[O:8].[N:10]1([C:15]2[S:16][CH:17]=[CH:18][N:19]=2)[CH:14]=[CH:13][CH:12]=[CH:11]1.[OH-].[Na+], predict the reaction product. The product is: [S:16]1[CH:17]=[CH:18][N:19]=[C:15]1[N:10]1[CH:14]=[CH:13][CH:12]=[C:11]1[CH:7]=[O:8]. (3) The product is: [O:13]=[C:12]([CH2:14][CH2:15][C@@H:16]([C:18](=[O:19])[OH:20])[NH2:17])[NH:11][C@@H:21]([CH2:29][S:30][S:31][CH2:32][C@@H:33]([C:44](=[O:50])[NH:45][CH2:46][C:47](=[O:48])[OH:49])[NH:34][C:35](=[O:43])[CH2:36][CH2:37][C@@H:38]([C:40](=[O:41])[OH:42])[NH2:39])[C:22](=[O:28])[NH:23][CH2:24][C:25](=[O:26])[OH:27]. Given the reactants C(O)(=O)C.N1C=CC=CC=1[N:11]([C@@H:21]([CH2:29][S:30][S:31][CH2:32][C@@H:33]([C:44](=[O:50])[NH:45][CH2:46][C:47](=[O:49])[OH:48])[NH:34][C:35](=[O:43])[CH2:36][CH2:37][C@@H:38]([C:40](=[O:42])[OH:41])[NH2:39])[C:22](=[O:28])[NH:23][CH2:24][C:25](=[O:27])[OH:26])[C:12]([CH2:14][CH2:15][C@@H:16]([C:18](=[O:20])[OH:19])[NH2:17])=[O:13], predict the reaction product. (4) Given the reactants [C:1]([O:4][C@@H:5]1[CH2:21][C@H:20]2[C@@:8]([CH3:32])([C@@H:9]3[C@@H:17]([C@@H:18]([OH:23])[C@@H:19]2[OH:22])[C@H:16]2[C@@:12]([CH3:31])([C@:13](O)([C:24]4[CH:29]=[CH:28][CH:27]=[CH:26][CH:25]=4)[CH2:14][CH2:15]2)[CH2:11][CH2:10]3)[CH2:7][CH2:6]1)(=[O:3])[CH3:2].O.C1(C)C=CC(S(O)(=O)=O)=CC=1, predict the reaction product. The product is: [C:1]([O:4][C@@H:5]1[CH2:21][C@H:20]2[C@@:8]([CH3:32])([C@@H:9]3[C@@H:17]([C@@H:18]([OH:23])[C@@H:19]2[OH:22])[C@H:16]2[C@@:12]([CH3:31])([C:13]([C:24]4[CH:25]=[CH:26][CH:27]=[CH:28][CH:29]=4)=[CH:14][CH2:15]2)[CH2:11][CH2:10]3)[CH2:7][CH2:6]1)(=[O:3])[CH3:2]. (5) Given the reactants [C:1]12([NH:6][C:7]3[C:12]([C:13]([NH2:15])=[O:14])=[CH:11][N:10]=[C:9](S(C)=O)[N:8]=3)[CH2:5][CH:3]([CH2:4]1)[CH2:2]2.C12(NC3C(C(N)=O)=CN=C(S(C)(=O)=O)N=3)CC(C1)C2.Cl.[O:39]1[CH2:44][CH2:43][CH:42]([NH2:45])[CH2:41][CH2:40]1.CCN(C(C)C)C(C)C, predict the reaction product. The product is: [C:1]12([NH:6][C:7]3[C:12]([C:13]([NH2:15])=[O:14])=[CH:11][N:10]=[C:9]([NH:45][CH:42]4[CH2:43][CH2:44][O:39][CH2:40][CH2:41]4)[N:8]=3)[CH2:5][CH:3]([CH2:4]1)[CH2:2]2. (6) Given the reactants Cl[C:2]1[CH:7]=[C:6]([O:8][CH2:9][C:10]#[CH:11])[N:5]=[CH:4][N:3]=1.C(=O)([O-])[O-].[K+].[K+].[CH3:18][C:19]1[CH:24]=[CH:23][CH:22]=[CH:21][C:20]=1[OH:25].[Cl-].[NH4+], predict the reaction product. The product is: [CH3:18][C:19]1[CH:24]=[CH:23][CH:22]=[CH:21][C:20]=1[O:25][C:2]1[CH:7]=[C:6]([O:8][CH2:9][C:10]#[CH:11])[N:5]=[CH:4][N:3]=1. (7) Given the reactants [Na].[F:2][C:3]1[CH:8]=[CH:7][CH:6]=[CH:5][C:4]=1[CH2:9][CH2:10][C:11]1[C:16]([C:17]([OH:19])=O)=[CH:15][CH:14]=[CH:13][N:12]=1.[OH-].[K+], predict the reaction product. The product is: [F:2][C:3]1[C:4]2[CH2:9][CH2:10][C:11]3=[N:12][CH:13]=[CH:14][CH:15]=[C:16]3[C:17](=[O:19])[C:5]=2[CH:6]=[CH:7][CH:8]=1. (8) Given the reactants [CH2:1]([OH:9])[CH2:2][CH2:3][CH2:4][CH2:5][CH2:6][CH2:7][CH3:8].OO.C(=[O:20])CCCCCCC, predict the reaction product. The product is: [C:1]([OH:20])(=[O:9])[CH2:2][CH2:3][CH2:4][CH2:5][CH2:6][CH2:7][CH3:8].